The task is: Regression. Given a peptide amino acid sequence and an MHC pseudo amino acid sequence, predict their binding affinity value. This is MHC class II binding data.. This data is from Peptide-MHC class II binding affinity with 134,281 pairs from IEDB. (1) The peptide sequence is ADLVPTATLLDTY. The MHC is DRB1_0301 with pseudo-sequence DRB1_0301. The binding affinity (normalized) is 0.0641. (2) The peptide sequence is KRWIILGLNKIVRMYSPTSI. The MHC is DRB1_1302 with pseudo-sequence DRB1_1302. The binding affinity (normalized) is 0.902.